From a dataset of Experimentally validated miRNA-target interactions with 360,000+ pairs, plus equal number of negative samples. Binary Classification. Given a miRNA mature sequence and a target amino acid sequence, predict their likelihood of interaction. (1) The miRNA is hsa-miR-6850-5p with sequence GUGCGGAACGCUGGCCGGGGCG. The protein sequence of the target gene is MAQSRDGGNPFAEPSELDNPFQDPAVIQHRPSRQYATLDVYNPFETREPPPAYEPPAPAPLPPPSAPSLQPSRKLSPTEPKNYGSYSTQASAAAATAELLKKQEELNRKAEELDRRERELQHAALGGTATRQNNWPPLPSFCPVQPCFFQDISMEIPQEFQKTVSTMYYLWMCSTLALLLNFLACLASFCVETNNGAGFGLSILWVLLFTPCSFVCWYRPMYKAFRSDSSFNFFVFFFIFFVQDVLFVLQAIGIPGWGFSGWISALVVPKGNTAVSVLMLLVALLFTGIAVLGIVMLKRI.... Result: 0 (no interaction). (2) The miRNA is mmu-miR-3470b with sequence UCACUCUGUAGACCAGGCUGG. The protein sequence of the target gene is MAASMFYGRQLAAAALRSHRPQTTLRAAAQVLGNSGLFNKHGLQVQQQQQRTLSLHEYLSMELLQEAGVSVPKGFVAKSSDEAYAIAKKLGSKDVVIKAQVLAGGRGKGTFTSGLKGGVKIVFSPEEAKAVSSQMIGQKLITKQTGEKGRICNQVLVCERKYPRREYYFAITMERSFQGPVLIGSAQGGVNIEDVAAENPEAIVKEPIDIVEGIKKEQAVTLAQKMGFPSNIVDSAAENMIKLYNLFLKYDATMVEINPMVEDSDGKVLCMDAKINFDSNSAYRQKKIFDLQDWSQEDER.... Result: 0 (no interaction). (3) The miRNA is hsa-miR-4772-3p with sequence CCUGCAACUUUGCCUGAUCAGA. The protein sequence of the target gene is MAAVHDLEMESMNLNMGREMKEELEEEEKMREDGGGKDRAKSKKVHRIVSKWMLPEKSRGTYLERANCFPPPVFIISISLAELAVFIYYAVWKPQKQWITLDTGILESPFIYSPEKREEAWRFISYMLVHAGVQHILGNLCMQLVLGIPLEMVHKGLRVGLVYLAGVIAGSLASSIFDPLRYLVGASGGVYALMGGYFMNVLVNFQEMIPAFGIFRLLIIILIIVLDMGFALYRRFFVPEDGSPVSFAAHIAGGFAGMSIGYTVFSCFDKALLKDPRFWIAIAAYLACVLFAVFFNIFLS.... Result: 1 (interaction). (4) The miRNA is hsa-miR-889-5p with sequence AAUGGCUGUCCGUAGUAUGGUC. The protein sequence of the target gene is MQIIRHSEQTLKTALISKNPVLVSQYEKLNAGEQRLMNEAFQPASDLFGPITLHSPSDWITSHPEAPQDFEQFFSDPYRKTPSPNKRSIYIQSIGSLGNTRIISEEYIKWLTGYCKAYFYGLRVKLLEPVPVSVTRCSFRVNENTHNLQIHAGDILKFLKKKKPEDAFCVVGITMIDLYPRDSWNFVFGQASLTDGVGIFSFARYGSDFYSMHYKGKVKKLKKTSSSDYSIFDNYYIPEITSVLLLRSCKTLTHEIGHIFGLRHCQWLACLMQGSNHLEEADRRPLNLCPICLHKLQCAV.... Result: 0 (no interaction). (5) The miRNA is mmu-miR-147-3p with sequence GUGUGCGGAAAUGCUUCUGCUA. The protein sequence of the target gene is MKVSAALLCLLLMAATFSPQGLAQPDSVSIPITCCFNVINRKIPIQRLESYTRITNIQCPKEAVIFKTKRGKEVCADPKERWVRDSMKHLDQIFQNLKP. Result: 0 (no interaction). (6) The miRNA is hsa-miR-6127 with sequence UGAGGGAGUGGGUGGGAGG. The protein sequence of the target gene is MDPVACEDVAVNFTQEEWALLDISQRKLYREVMLETFRNLTSIGKKWKDQNIEYEYQNPRRNFRSLIEGNVNEIKEDSHCGETFTQVPDDRLNFQEKKASPEAKSCDNFVCGEVGIGNSSFNMNIRGDIGHKAYEYQDYAPKPYKCQQPKKAFRYHPSFRTQERNHTGEKPYACKECGKTFISHSGIRRRMVMHSGDGPYKCKFCGKAVHCLRLYLIHERTHTGEKPYECKQCVKSFSYSATHRIHERTHTGEKPYECQQCGKAFHSSSSFQAHKRTHTGGKPYECKQCGKSFSWCHSFQ.... Result: 0 (no interaction). (7) The miRNA is hsa-miR-769-5p with sequence UGAGACCUCUGGGUUCUGAGCU. The protein sequence of the target gene is MASNHPAFSFHQKQVLRQELTQIQSSLNSGGGGGGGGGGGGKSAPGPSGALPTCSACHKMAPRTETPVSSISNSLENALHTSAHSTEESLPKRPLGKHGKVSVEKIDLKGLSHTKNDRSVECSFEVLWSDSSITSVTKSSSEVTEFISKLSQLCPEENLDKLIPCLAGPDSFYVERNHVDLEAGLRFLASAPSHTLKHDHVRKFFSSSSPSQQLQSPSPGNPSLPKVGAVMGVSGRPVCGVAGIPSSQSSAQHHLQHSASTSASLPHCSHTGGTGSALAYRTQVDNSPTILMPSSLQTPQ.... Result: 0 (no interaction). (8) The miRNA is hsa-miR-9500 with sequence AAGGGAAGAUGGUGACCAC. The protein sequence of the target gene is MTQQGAALQNYNNELVKCIEELCQKREELCRQIQEEEDEKQRLQNEVRQLTEKLARVNENLARKIASRNEFDRTIAETEAAYLKILESSQTLLSVLKREAGNLTKATAPDQKSSGGRDS. Result: 0 (no interaction).